This data is from Forward reaction prediction with 1.9M reactions from USPTO patents (1976-2016). The task is: Predict the product of the given reaction. Given the reactants [H-].[Na+].C(OP([CH:11]([CH2:17][CH3:18])[C:12]([O:14][CH2:15][CH3:16])=[O:13])(OCC)=O)C.[Br:19][C:20]1[CH:21]=[CH:22][C:23]([N:28]2[CH2:32][CH2:31][CH2:30][CH2:29]2)=[C:24]([CH:27]=1)[CH:25]=O.O, predict the reaction product. The product is: [Br:19][C:20]1[CH:21]=[CH:22][C:23]([N:28]2[CH2:32][CH2:31][CH2:30][CH2:29]2)=[C:24](/[CH:25]=[C:11](\[CH2:17][CH3:18])/[C:12]([O:14][CH2:15][CH3:16])=[O:13])[CH:27]=1.